This data is from Catalyst prediction with 721,799 reactions and 888 catalyst types from USPTO. The task is: Predict which catalyst facilitates the given reaction. Reactant: [Cl-].[Li+].[F:3][C:4]1[CH:13]=[CH:12][C:11]([CH:14]=O)=[CH:10][C:5]=1[C:6]([O:8][CH3:9])=[O:7].C(OP([CH2:24][C:25]([O:27][C:28]([CH3:31])([CH3:30])[CH3:29])=[O:26])(OCC)=O)C.N12CCCN=C1CCCCC2. Product: [C:28]([O:27][C:25](=[O:26])/[CH:24]=[CH:14]/[C:11]1[CH:12]=[CH:13][C:4]([F:3])=[C:5]([CH:10]=1)[C:6]([O:8][CH3:9])=[O:7])([CH3:31])([CH3:30])[CH3:29]. The catalyst class is: 47.